Regression. Given two drug SMILES strings and cell line genomic features, predict the synergy score measuring deviation from expected non-interaction effect. From a dataset of NCI-60 drug combinations with 297,098 pairs across 59 cell lines. (1) Drug 1: C1CCC(CC1)NC(=O)N(CCCl)N=O. Drug 2: C#CCC(CC1=CN=C2C(=N1)C(=NC(=N2)N)N)C3=CC=C(C=C3)C(=O)NC(CCC(=O)O)C(=O)O. Cell line: K-562. Synergy scores: CSS=15.9, Synergy_ZIP=-16.9, Synergy_Bliss=-24.5, Synergy_Loewe=-38.9, Synergy_HSA=-22.5. (2) Drug 1: CC1CC2C3CCC4=CC(=O)C=CC4(C3(C(CC2(C1(C(=O)CO)O)C)O)F)C. Drug 2: CC1=C(C(=CC=C1)Cl)NC(=O)C2=CN=C(S2)NC3=CC(=NC(=N3)C)N4CCN(CC4)CCO. Cell line: NCI-H460. Synergy scores: CSS=1.68, Synergy_ZIP=-3.81, Synergy_Bliss=-9.45, Synergy_Loewe=-5.16, Synergy_HSA=-5.15. (3) Drug 1: C1=NC(=NC(=O)N1C2C(C(C(O2)CO)O)O)N. Drug 2: C(CCl)NC(=O)N(CCCl)N=O. Cell line: HCC-2998. Synergy scores: CSS=33.4, Synergy_ZIP=1.72, Synergy_Bliss=11.7, Synergy_Loewe=-0.986, Synergy_HSA=8.02. (4) Drug 1: C1=NC(=NC(=O)N1C2C(C(C(O2)CO)O)O)N. Drug 2: CS(=O)(=O)CCNCC1=CC=C(O1)C2=CC3=C(C=C2)N=CN=C3NC4=CC(=C(C=C4)OCC5=CC(=CC=C5)F)Cl. Cell line: M14. Synergy scores: CSS=29.2, Synergy_ZIP=-8.10, Synergy_Bliss=-2.16, Synergy_Loewe=-1.02, Synergy_HSA=-1.23. (5) Drug 2: CC12CCC3C(C1CCC2=O)CC(=C)C4=CC(=O)C=CC34C. Cell line: A498. Synergy scores: CSS=20.5, Synergy_ZIP=0.0800, Synergy_Bliss=-2.38, Synergy_Loewe=-11.7, Synergy_HSA=-1.79. Drug 1: CS(=O)(=O)C1=CC(=C(C=C1)C(=O)NC2=CC(=C(C=C2)Cl)C3=CC=CC=N3)Cl. (6) Drug 1: C(CN)CNCCSP(=O)(O)O. Drug 2: COCCOC1=C(C=C2C(=C1)C(=NC=N2)NC3=CC=CC(=C3)C#C)OCCOC.Cl. Cell line: SNB-19. Synergy scores: CSS=2.01, Synergy_ZIP=-1.51, Synergy_Bliss=-2.24, Synergy_Loewe=-8.27, Synergy_HSA=-4.17. (7) Drug 1: COC1=NC(=NC2=C1N=CN2C3C(C(C(O3)CO)O)O)N. Synergy scores: CSS=19.2, Synergy_ZIP=0.694, Synergy_Bliss=-0.455, Synergy_Loewe=-4.93, Synergy_HSA=1.43. Drug 2: CC1CCCC2(C(O2)CC(NC(=O)CC(C(C(=O)C(C1O)C)(C)C)O)C(=CC3=CSC(=N3)C)C)C. Cell line: UACC-257.